This data is from Full USPTO retrosynthesis dataset with 1.9M reactions from patents (1976-2016). The task is: Predict the reactants needed to synthesize the given product. (1) The reactants are: [Cl:1][C:2]1[CH:29]=[CH:28][C:5]([C:6]([NH:8][C:9]2([C:22]3[CH:27]=[CH:26][CH:25]=[CH:24][CH:23]=3)[CH2:14][CH2:13][N:12](C(OC(C)(C)C)=O)[CH2:11][CH2:10]2)=[O:7])=[CH:4][C:3]=1[NH:30][C:31]([C:33]1[C:44](=[O:45])[NH:43][C:36]2[N:37]=[C:38]([O:41][CH3:42])[N:39]=[CH:40][C:35]=2[CH:34]=1)=[O:32].FC(F)(F)C(O)=O. Given the product [Cl:1][C:2]1[CH:29]=[CH:28][C:5]([C:6](=[O:7])[NH:8][C:9]2([C:22]3[CH:23]=[CH:24][CH:25]=[CH:26][CH:27]=3)[CH2:10][CH2:11][NH:12][CH2:13][CH2:14]2)=[CH:4][C:3]=1[NH:30][C:31]([C:33]1[C:44](=[O:45])[NH:43][C:36]2[N:37]=[C:38]([O:41][CH3:42])[N:39]=[CH:40][C:35]=2[CH:34]=1)=[O:32], predict the reactants needed to synthesize it. (2) Given the product [Br:34][C:17]1[CH:16]=[C:15]([CH:20]=[C:19]([C:21]2[C:22](=[O:33])[N:23]([CH3:32])[C:24]([CH3:31])=[CH:25][C:26]=2[C:27]([F:28])([F:30])[F:29])[CH:18]=1)[O:14][CH2:13][CH2:12][CH2:11][CH2:10][CH2:9][CH2:8][CH:6]([CH3:7])[CH:5]([O:35][C:36]1[CH:41]=[CH:40][CH:39]=[CH:38][C:37]=1[CH2:42][CH2:43][C:44]([OH:46])=[O:45])[C:4]([OH:49])=[O:3], predict the reactants needed to synthesize it. The reactants are: C([O:3][C:4](=[O:49])[CH:5]([O:35][C:36]1[CH:41]=[CH:40][CH:39]=[CH:38][C:37]=1[CH2:42][CH2:43][C:44]([O:46]CC)=[O:45])[CH:6]([CH2:8][CH2:9][CH2:10][CH2:11][CH2:12][CH2:13][O:14][C:15]1[CH:20]=[C:19]([C:21]2[C:22](=[O:33])[N:23]([CH3:32])[C:24]([CH3:31])=[CH:25][C:26]=2[C:27]([F:30])([F:29])[F:28])[CH:18]=[C:17]([Br:34])[CH:16]=1)[CH3:7])C.[OH-].[Na+].